Dataset: Peptide-MHC class II binding affinity with 134,281 pairs from IEDB. Task: Regression. Given a peptide amino acid sequence and an MHC pseudo amino acid sequence, predict their binding affinity value. This is MHC class II binding data. (1) The binding affinity (normalized) is 0.346. The MHC is DRB1_1101 with pseudo-sequence DRB1_1101. The peptide sequence is RTKYTATISGLKPGV. (2) The peptide sequence is EHREVLWKFDSQLAHRH. The MHC is HLA-DPA10201-DPB10101 with pseudo-sequence HLA-DPA10201-DPB10101. The binding affinity (normalized) is 0.352. (3) The peptide sequence is GRYKDEKDVTDITVK. The MHC is DRB1_1602 with pseudo-sequence DRB1_1602. The binding affinity (normalized) is 0.174. (4) The peptide sequence is MNALRRLPVICSFLV. The MHC is DRB1_0401 with pseudo-sequence DRB1_0401. The binding affinity (normalized) is 0.763. (5) The peptide sequence is YDKFLANVSYVLTGK. The MHC is DRB1_0401 with pseudo-sequence DRB1_0401. The binding affinity (normalized) is 0.644. (6) The peptide sequence is SGQVVTYALNTITNLKK. The MHC is DRB3_0301 with pseudo-sequence DRB3_0301. The binding affinity (normalized) is 0.834. (7) The MHC is DRB1_0301 with pseudo-sequence DRB1_0301. The binding affinity (normalized) is 0.204. The peptide sequence is VCKHTYVDRGWGNGC. (8) The peptide sequence is SSMVEAMVSRARIDA. The MHC is DRB1_0405 with pseudo-sequence DRB1_0405. The binding affinity (normalized) is 0.145.